From a dataset of Forward reaction prediction with 1.9M reactions from USPTO patents (1976-2016). Predict the product of the given reaction. (1) Given the reactants CON(C)[C:4]([C@@:6]1([CH3:13])[CH2:10][O:9][C:8]([CH3:12])([CH3:11])[O:7]1)=[O:5].[H-].[H-].[H-].[H-].[Li+].[Al+3].[NH4+].[Cl-], predict the reaction product. The product is: [CH3:11][C:8]1([CH3:12])[O:7][C@@:6]([CH3:13])([CH:4]=[O:5])[CH2:10][O:9]1. (2) Given the reactants [O:1]=[C:2]1[NH:8][C:7]2[C:9]([C:13]([O:15][CH3:16])=[O:14])=[CH:10][CH:11]=[CH:12][C:6]=2[CH2:5][CH2:4][CH2:3]1.[H-].[Na+].[CH3:19][Si:20]([CH3:27])([CH3:26])[CH2:21][CH2:22][O:23][CH2:24]Cl.C(=O)([O-])O.[Na+], predict the reaction product. The product is: [O:1]=[C:2]1[N:8]([CH2:24][O:23][CH2:22][CH2:21][Si:20]([CH3:27])([CH3:26])[CH3:19])[C:7]2[C:9]([C:13]([O:15][CH3:16])=[O:14])=[CH:10][CH:11]=[CH:12][C:6]=2[CH2:5][CH2:4][CH2:3]1. (3) Given the reactants C1(N=C=NC2CCCCC2)CCCCC1.[NH2:16][C:17]1[C:22]([C:23]([C:25]2[S:26][CH:27]=[CH:28][CH:29]=2)=[O:24])=[CH:21][CH:20]=[CH:19][N:18]=1.[C:30]([O:34][C:35]([NH:37][CH:38]([C:42]1[CH:47]=[CH:46][C:45]([F:48])=[CH:44][CH:43]=1)[C:39](O)=[O:40])=[O:36])([CH3:33])([CH3:32])[CH3:31], predict the reaction product. The product is: [F:48][C:45]1[CH:46]=[CH:47][C:42]([CH:38]([NH:37][C:35](=[O:36])[O:34][C:30]([CH3:32])([CH3:31])[CH3:33])[C:39](=[O:40])[NH:16][C:17]2[C:22]([C:23]([C:25]3[S:26][CH:27]=[CH:28][CH:29]=3)=[O:24])=[CH:21][CH:20]=[CH:19][N:18]=2)=[CH:43][CH:44]=1. (4) The product is: [OH:12][CH:11]([C:13]1[CH:14]=[CH:15][N:16]=[CH:17][CH:18]=1)[C:4]1[CH:5]=[CH:6][CH:7]=[C:8]([O:9][CH3:10])[C:3]=1[O:2][CH3:1]. Given the reactants [CH3:1][O:2][C:3]1[C:8]([O:9][CH3:10])=[CH:7][CH:6]=[CH:5][C:4]=1[C@@H:11]([CH:13]1[CH2:18][CH2:17][N:16](CCC2C=CC(F)=CC=2)[CH2:15][CH2:14]1)[OH:12].C1(OC)C(=CC=CC=1)OC.N1C=CC(C=O)=CC=1, predict the reaction product.